Dataset: Antibody developability classification from SAbDab with 2,409 antibodies. Task: Regression/Classification. Given an antibody's heavy chain and light chain sequences, predict its developability. TAP uses regression for 5 developability metrics; SAbDab uses binary classification. (1) Result: 1 (developable). The antibody is ['EVQLVESGGGLVQPGGSLRLSCAASGFYISYSSIHWVRQAPGKGLEWVASISPYSGSTYYADSVKGRFTISADTSKNTAYLQMNSLRAEDTAVYYCARQGYRRRSGRGFDYWGQGTLVTVSS', 'DIQMTQSPSSLSASVGDRVTITCRASQSVSSAVAWYQQKPGKAPKLLIYSASSLYSGVPSRFSGSRSGTDFTLTISSLQPEDFATYYCQQSYSFPSTFGQGTKVEIK']. (2) The antibody is ['QVTLKESGPGILQPSQTLSLTCSFSGFSLSTSGMGVGWIRQPSGEGLEWLADIWWNDKKYYNPSLKSRLTVSKDTSSNQVFLKITSVDTSDTATYHCARRTFSYYYGSSFYYFDNWGQGTTLTVSS', 'FAVVTQESALTTSPGETVTLTCRSSTGAVTTSNYAIWVQEKPDHLFSGLIGGTNNRVPGVPARFSGSLIGDKAALTVTGAQTEDEAIYFCALWYSNHWVFGGGTKLTVL']. Result: 0 (not developable). (3) The antibody is ['QVQLQQSGPELVKPGASVKISCKASGYTFSSSWMNWVKQRPGKGLEWIGRIYSGDGDAIYNGKFKGKATLTADKSSSTAYMQLSSLTSEDSAVYFCAREGKTGDLLLRSWGQGSALTVSS', 'DIVLTQSPASLSVSLGQRATISCRASKSVSTSIYSYMHWYQQKPGQPPKLLIKYASYLESGVPARFSGSGSGTDFTLNIHPVEEEDAATYYCEHSREFPFTFGTGTKLEIK']. Result: 0 (not developable). (4) The antibody is ['EVQLVQSGAEVKKPGASVKVSCKASGYTFTSYYMHWVRQAPGQGLEWMGIINPSGGSTSYAQKFQGRVTMTRDTSTSTVYMELSSLRSEDTAVYYCARDDPGGGEYYFDYWGQGTLVTVSS', 'QSVLTQPPSVSGAPGQRVTISCTGSRSNMGAGYDVHWYQLLPGAAPKLLISHNTHRPSGVPDRFSGSKSGASASLAITGLQAEDEADYYCQSHDSSLSAVVFGGGTKLTVL']. Result: 0 (not developable). (5) The antibody is ['QVQLVQSGAEVKKPGASVKVSCKASGYTFRSSYISWVRQAPGQGLEWMGWIYAGTGSPSYNQKLQGRVTMTTDTSTSTAYMELRSLRSDDTAVYYCARHRDYYSNSLTYWGQGTLVTVSS', 'DIVMTQSPDSLAVSLGERATINCKSSQSVLNSGNQKNYLTWYQQKPGQPPKLLIYWASTRESGVPDRFSGSGSGTDFTLTISSLQAEDVAVYYCQSDYSYPYTFGQGTKLEIK']. Result: 0 (not developable). (6) The antibody is ['QVQLVESGGGVVQPGRSLRLSCAASGFTFSSYGMHWVRQAPGKGLEWVAVMYYDGSNKDYVDSVKGRFTISRDNSKNTLYLQMNRLRAEDTAVYYCAREKDHYDILTGYNYYYGLDVWGQGTTVTVSS', 'DIQMTQSPSSLSASVGDRVTITCRASQGIRNDLGWYQQKPGKAPKRLIYAASSLESGVPSRFSGSGSGTEFTLTISSVQPEDFVTYYCLQHNSNPLTFGGGTKVEIK']. Result: 1 (developable). (7) The antibody is ['DVQLRESGPDLVTPSQSLSLTCTVTGYSITSGYSWHWNRQFPGNKLEWMGYIHYSGSTNYNPSLRGRISITRDTSKNQFFLQLNSVTTEDTATYYCARYGGYWGQGTSVTVAS', 'DVVMTQTPITLSVTIGQPASISCKSSQSLLDSDGKTYLNWLLQRPGQSPKRLIYLVSKLDSRVPDRFTGSGAGTDFTLKISRVEAEDLGIYYCWQGTHFPQTFGGGTKLEIK']. Result: 0 (not developable).